Dataset: Forward reaction prediction with 1.9M reactions from USPTO patents (1976-2016). Task: Predict the product of the given reaction. Given the reactants Cl.[CH3:2][O:3][C:4]1[CH:5]=[C:6]([C:12]2[C@@H:21]3[C@@H:16]([CH2:17][CH2:18][CH2:19][CH2:20]3)[C:15](=[O:22])[N:14]([CH:23]3[CH2:28][CH2:27][NH:26][CH2:25][CH2:24]3)[N:13]=2)[CH:7]=[CH:8][C:9]=1[O:10][CH3:11].[C:29]([O:33][C:34]([NH:36][C@@H:37]([C:45](O)=[O:46])[CH2:38][C:39]1[CH:44]=[CH:43][CH:42]=[CH:41][CH:40]=1)=[O:35])([CH3:32])([CH3:31])[CH3:30].CCOC(C(C#N)=NOC(N1CCOCC1)=[N+](C)C)=O.F[P-](F)(F)(F)(F)F.CCN(C(C)C)C(C)C.C(=O)(O)[O-].[Na+], predict the reaction product. The product is: [CH3:2][O:3][C:4]1[CH:5]=[C:6]([C:12]2[C@@H:21]3[C@@H:16]([CH2:17][CH2:18][CH2:19][CH2:20]3)[C:15](=[O:22])[N:14]([CH:23]3[CH2:24][CH2:25][N:26]([C:45](=[O:46])[C@H:37]([NH:36][C:34](=[O:35])[O:33][C:29]([CH3:30])([CH3:31])[CH3:32])[CH2:38][C:39]4[CH:44]=[CH:43][CH:42]=[CH:41][CH:40]=4)[CH2:27][CH2:28]3)[N:13]=2)[CH:7]=[CH:8][C:9]=1[O:10][CH3:11].